From a dataset of Peptide-MHC class I binding affinity with 185,985 pairs from IEDB/IMGT. Regression. Given a peptide amino acid sequence and an MHC pseudo amino acid sequence, predict their binding affinity value. This is MHC class I binding data. (1) The peptide sequence is LIKTLSPAHL. The MHC is HLA-A02:01 with pseudo-sequence HLA-A02:01. The binding affinity (normalized) is 0.135. (2) The peptide sequence is GRRGWEALKY. The MHC is Mamu-B03 with pseudo-sequence Mamu-B03. The binding affinity (normalized) is 0.142. (3) The peptide sequence is YWMGGTTYF. The MHC is HLA-B08:02 with pseudo-sequence HLA-B08:02. The binding affinity (normalized) is 0.0847. (4) The MHC is H-2-Kb with pseudo-sequence H-2-Kb. The binding affinity (normalized) is 0. The peptide sequence is SLKLLNTR. (5) The peptide sequence is GATTETPTW. The MHC is HLA-B58:01 with pseudo-sequence HLA-B58:01. The binding affinity (normalized) is 0.932. (6) The peptide sequence is ELRSRYWAI. The binding affinity (normalized) is 0.0847. The MHC is HLA-B39:01 with pseudo-sequence HLA-B39:01.